From a dataset of Catalyst prediction with 721,799 reactions and 888 catalyst types from USPTO. Predict which catalyst facilitates the given reaction. (1) Reactant: Br[C:2]1[S:6][C:5]([C:7]([NH:9][CH2:10][C:11]2[CH:12]=[N:13][CH:14]=[CH:15][CH:16]=2)=[O:8])=[C:4]([CH3:17])[CH:3]=1.[Cu](C#N)[C:19]#[N:20]. The catalyst class is: 9. Product: [C:19]([C:2]1[S:6][C:5]([C:7]([NH:9][CH2:10][C:11]2[CH:12]=[N:13][CH:14]=[CH:15][CH:16]=2)=[O:8])=[C:4]([CH3:17])[CH:3]=1)#[N:20]. (2) Reactant: [C:1]([O:5][C:6]([C:8]1[S:9][C:10]([CH:13]2N(C)CCN2C)=[CH:11][CH:12]=1)=[O:7])([CH3:4])([CH3:3])[CH3:2].CI.[OH2:22]. Product: [C:1]([O:5][C:6]([C:8]1[S:9][C:10]([CH:13]=[O:22])=[CH:11][CH:12]=1)=[O:7])([CH3:4])([CH3:3])[CH3:2]. The catalyst class is: 27. (3) Reactant: [CH3:1][O:2][CH2:3][O:4][C:5]1[CH:10]=[CH:9][CH:8]=[C:7]([N+:11]([O-])=O)[C:6]=1[C:14]#[C:15][C@H:16]([OH:18])[CH3:17].[H][H]. Product: [NH2:11][C:7]1[CH:8]=[CH:9][CH:10]=[C:5]([O:4][CH2:3][O:2][CH3:1])[C:6]=1[CH2:14][CH2:15][C@H:16]([OH:18])[CH3:17]. The catalyst class is: 43. (4) Reactant: [Cl:1][C:2]1[C:7]([CH:8]=[O:9])=[C:6]([Cl:10])[N:5]=[CH:4][N:3]=1.[CH3:11][Mg]Br. Product: [Cl:1][C:2]1[C:7]([CH:8]([OH:9])[CH3:11])=[C:6]([Cl:10])[N:5]=[CH:4][N:3]=1. The catalyst class is: 28. (5) Reactant: F[P-](F)(F)(F)(F)F.N1(OC(N(C)C)=[N+](C)C)C2N=CC=CC=2N=N1.[O:25]1[C:30]2([CH2:35][CH2:34][N:33]([CH2:36][C:37]3[CH:38]=[C:39]([CH2:43][CH2:44][OH:45])[CH:40]=[CH:41][CH:42]=3)[CH2:32][CH2:31]2)[CH2:29][NH:28][CH2:27][CH2:26]1.[CH:46]([C:49]1[S:53][CH:52]=[C:51]([C:54](O)=[O:55])[CH:50]=1)([CH3:48])[CH3:47].C(N(CC)CC)C. Product: [OH:45][CH2:44][CH2:43][C:39]1[CH:38]=[C:37]([CH:42]=[CH:41][CH:40]=1)[CH2:36][N:33]1[CH2:32][CH2:31][C:30]2([O:25][CH2:26][CH2:27][N:28]([C:54]([C:51]3[CH:50]=[C:49]([CH:46]([CH3:48])[CH3:47])[S:53][CH:52]=3)=[O:55])[CH2:29]2)[CH2:35][CH2:34]1. The catalyst class is: 3. (6) Reactant: [OH:1][C:2]1[N:7]=[C:6]([C:8]([OH:10])=[O:9])[CH:5]=[CH:4][C:3]=1[N+:11]([O-:13])=[O:12].[CH2:14](N(CC)CC)[CH3:15].I[CH2:22][CH3:23]. Product: [CH2:14]([O:1][C:2]1[N:7]=[C:6]([C:8]([O:10][CH2:22][CH3:23])=[O:9])[CH:5]=[CH:4][C:3]=1[N+:11]([O-:13])=[O:12])[CH3:15]. The catalyst class is: 9. (7) Reactant: [Cl:1][C:2]1[CH:3]=[CH:4][C:5]2[S:9][C:8](=[O:10])[N:7]([CH2:11][CH:12]=C)[C:6]=2[CH:14]=1.I([O-])(=O)(=O)=[O:16].[Na+]. Product: [Cl:1][C:2]1[CH:3]=[CH:4][C:5]2[S:9][C:8](=[O:10])[N:7]([CH2:11][CH:12]=[O:16])[C:6]=2[CH:14]=1. The catalyst class is: 785. (8) Product: [OH:1][CH2:2][C:3]1[CH:8]=[CH:7][CH:6]=[CH:5][C:4]=1[C:13]1[CH:18]=[CH:17][C:16]([NH:19][C:20]([C@@H:22]2[CH:27]3[CH2:28][CH2:29][N:24]([CH2:25][CH2:26]3)[CH2:23]2)=[O:21])=[CH:15][CH:14]=1. Reactant: [OH:1][CH2:2][C:3]1[CH:8]=[CH:7][CH:6]=[CH:5][C:4]=1B(O)O.Br[C:13]1[CH:18]=[CH:17][C:16]([NH:19][C:20]([C@@H:22]2[CH:27]3[CH2:28][CH2:29][N:24]([CH2:25][CH2:26]3)[CH2:23]2)=[O:21])=[CH:15][CH:14]=1.[OH-].[Na+]. The catalyst class is: 431.